From a dataset of M1 muscarinic receptor antagonist screen with 61,756 compounds. Binary Classification. Given a drug SMILES string, predict its activity (active/inactive) in a high-throughput screening assay against a specified biological target. The drug is O1c2c(OC1)ccc(NC(=O)COC(=O)C=1OCCOC1)c2. The result is 0 (inactive).